Task: Regression. Given a peptide amino acid sequence and an MHC pseudo amino acid sequence, predict their binding affinity value. This is MHC class II binding data.. Dataset: Peptide-MHC class II binding affinity with 134,281 pairs from IEDB (1) The peptide sequence is AILNLSIDSSVDR. The MHC is DRB4_0101 with pseudo-sequence DRB4_0103. The binding affinity (normalized) is 0.274. (2) The peptide sequence is GELQIVDKIDSAFKI. The MHC is DRB1_1302 with pseudo-sequence DRB1_1302. The binding affinity (normalized) is 1.00. (3) The peptide sequence is DKGPGFVVTGRVYCD. The MHC is DRB3_0101 with pseudo-sequence DRB3_0101. The binding affinity (normalized) is 0.134.